Dataset: Full USPTO retrosynthesis dataset with 1.9M reactions from patents (1976-2016). Task: Predict the reactants needed to synthesize the given product. (1) Given the product [C:12]([O:11][C:9]([N:6]1[CH2:7][CH2:8][C:4]([C:16]2[S:17][CH:18]=[CH:19][N:20]=2)([O:3][CH2:22][C:23]([OH:25])=[O:24])[CH2:5]1)=[O:10])([CH3:15])([CH3:14])[CH3:13], predict the reactants needed to synthesize it. The reactants are: [H-].[Na+].[OH:3][C:4]1([C:16]2[S:17][CH:18]=[CH:19][N:20]=2)[CH2:8][CH2:7][N:6]([C:9]([O:11][C:12]([CH3:15])([CH3:14])[CH3:13])=[O:10])[CH2:5]1.Br[CH2:22][C:23]([OH:25])=[O:24]. (2) Given the product [CH3:2][O:3][C:4]1[CH:9]=[CH:8][N:7]=[CH:6][C:5]=1[C:14]1[C@@:18]2([CH3:33])[CH2:19][CH2:20][C@H:21]3[C@H:30]([C@@H:17]2[CH2:16][CH:15]=1)[CH2:29][CH:28]=[C:27]1[C@:22]3([CH3:32])[CH2:23][CH2:24][C:25](=[O:31])[NH:26]1, predict the reactants needed to synthesize it. The reactants are: O.[CH3:2][O:3][C:4]1[CH:9]=[CH:8][N:7]=[CH:6][C:5]=1B(O)O.I[C:14]1[C@@:18]2([CH3:33])[CH2:19][CH2:20][C@H:21]3[C@H:30]([C@@H:17]2[CH2:16][CH:15]=1)[CH2:29][CH:28]=[C:27]1[C@:22]3([CH3:32])[CH2:23][CH2:24][C:25](=[O:31])[NH:26]1. (3) The reactants are: [Cl-].[Na+].O.O.Br[C:6]1[CH:7]=[CH:8][C:9]([OH:20])=[C:10]([C:12]([C:14]2[CH:19]=[CH:18][CH:17]=[CH:16][CH:15]=2)=O)[CH:11]=1.C(C1C=C(C2C=CC(CCC#N)=CC=2CC(C)C)C=CC=1C1C=CC(OCC#N)=C(CC2C=CC=CC=2)C=1)[C:22]1[CH:27]=[CH:26][CH:25]=[CH:24][CH:23]=1.C(C1C=C([C:86]2[CH:91]=[CH:90][C:89](CCC#N)=[CH:88][C:87]=2CC(C)C)C=CC=1OS(C(F)(F)F)(=O)=O)C1C=CC=CC=1.C(C1C=[C:105](O)[CH:106]=[CH:107][C:108]=1N=O)(C)C.COC1C=CC=[CH:119][C:115]=1[C:116]([OH:118])=[O:117].C(C1C=C(C2C=CC(CCC#N)=CC=2[CH2:148][CH:149]([CH3:151])[CH3:150])C=CC=1OC)C1C=CC=CC=1.C(COC1C=CC(C2C=CC(C3C=CC(CCC#N)=CC=3CC(C)C)=CC=2CC2C3C(=CC=CC=3)C=CC=2)=CC=1[CH2:193][CH:194]([CH3:196])[CH3:195])#N.C(C1C=C(C2C=CC(CCC(O)=O)=CC=2CC(C)C)C=CC=1C1C=CC(O[CH2:217][C:218]([OH:220])=[O:219])=C(CC(C)C)C=1)C1C=CC=CC=1.IC1C=CC(O)=CC=1. Given the product [C:218]([CH2:217][O:20][C:9]1[CH:8]=[CH:7][C:6]([C:86]2[CH:87]=[CH:88][C:89]([C:27]3[CH:26]=[CH:25][C:24]([CH2:119][CH2:115][C:116]([OH:118])=[O:117])=[CH:23][C:22]=3[CH2:196][CH:194]([CH3:193])[CH3:195])=[CH:90][CH:91]=2)=[C:11]([CH2:151][CH:149]([CH3:148])[CH3:150])[C:10]=1[CH2:12][C:14]1[C:19]2[C:18](=[CH:108][CH:107]=[CH:106][CH:105]=2)[CH:17]=[CH:16][CH:15]=1)([OH:220])=[O:219], predict the reactants needed to synthesize it. (4) Given the product [CH2:1]([O:5][C:6]1[CH:7]=[C:8]2[C:12](=[CH:13][CH:14]=1)[NH:11][C:10]([CH3:15])=[C:9]2/[CH:16]=[CH:32]/[C:33]([C:35]1[CH:40]=[CH:39][N:38]=[CH:37][CH:36]=1)=[O:34])[CH2:2][CH2:3][CH3:4], predict the reactants needed to synthesize it. The reactants are: [CH2:1]([O:5][C:6]1[CH:7]=[C:8]2[C:12](=[CH:13][CH:14]=1)[NH:11][C:10]([CH3:15])=[C:9]2[CH:16]=O)[CH2:2][CH2:3][CH3:4].C(OC1C=C2C(=CC=1)NC(C)=C2/C=[CH:32]/[C:33]([C:35]1[CH:40]=[CH:39][N:38]=[CH:37][CH:36]=1)=[O:34])C.